Dataset: Catalyst prediction with 721,799 reactions and 888 catalyst types from USPTO. Task: Predict which catalyst facilitates the given reaction. Reactant: [C:1]([NH:5][C:6]([C:8]1([C:11]2[CH:16]=[CH:15][CH:14]=[C:13]([OH:17])[CH:12]=2)[CH2:10][CH2:9]1)=[O:7])([CH3:4])([CH3:3])[CH3:2].[Cl:18][C:19]1[CH:20]=[C:21]([N+:26]([O-:28])=[O:27])[CH:22]=[CH:23][C:24]=1F.C(=O)([O-])[O-].[K+].[K+]. Product: [C:1]([NH:5][C:6]([C:8]1([C:11]2[CH:16]=[CH:15][CH:14]=[C:13]([O:17][C:24]3[CH:23]=[CH:22][C:21]([N+:26]([O-:28])=[O:27])=[CH:20][C:19]=3[Cl:18])[CH:12]=2)[CH2:9][CH2:10]1)=[O:7])([CH3:4])([CH3:2])[CH3:3]. The catalyst class is: 9.